Dataset: Reaction yield outcomes from USPTO patents with 853,638 reactions. Task: Predict the reaction yield, written as a fraction of the theoretical maximum amount of product (1.0 means a 100% yield; for example, 0.34 means a 34% yield). (1) The reactants are CO[C:3](=[O:24])[C:4]1[CH:9]=[CH:8][C:7]([O:10][CH2:11][C:12]2[C:13]([C:17]3[CH:22]=[CH:21][C:20]([F:23])=[CH:19][CH:18]=3)=[N:14][O:15][CH:16]=2)=[N:6][CH:5]=1.COC(=O)C1C=CC(OC[C:36]2[C:37]([C:42]3C=CC=CC=3F)=[N:38]OC=2C)=NC=1.C(N)(C)C. No catalyst specified. The product is [F:23][C:20]1[CH:19]=[CH:18][C:17]([C:13]2[C:12]([CH2:11][O:10][C:7]3[CH:8]=[CH:9][C:4]([C:3]([NH:38][CH:37]([CH3:42])[CH3:36])=[O:24])=[CH:5][N:6]=3)=[CH:16][O:15][N:14]=2)=[CH:22][CH:21]=1. The yield is 0.980. (2) The reactants are [CH3:1][O:2][C:3]1[CH:11]=[C:10]([O:12][CH3:13])[CH:9]=[CH:8][C:4]=1[C:5]([OH:7])=O.[O:14]1[CH2:19][CH2:18][CH2:17][CH2:16][CH:15]1[O:20][C:21]1[CH:27]=[CH:26][C:24]([NH2:25])=[CH:23][CH:22]=1.C1CCC(N=C=NC2CCCCC2)CC1. The catalyst is CN(C1C=CN=CC=1)C.CN(C=O)C. The product is [CH3:1][O:2][C:3]1[CH:11]=[C:10]([O:12][CH3:13])[CH:9]=[CH:8][C:4]=1[C:5]([NH:25][C:24]1[CH:23]=[CH:22][C:21]([O:20][CH:15]2[CH2:16][CH2:17][CH2:18][CH2:19][O:14]2)=[CH:27][CH:26]=1)=[O:7]. The yield is 0.870.